This data is from Full USPTO retrosynthesis dataset with 1.9M reactions from patents (1976-2016). The task is: Predict the reactants needed to synthesize the given product. (1) The reactants are: C([S:4][C:5]1[N:6]=[CH:7][N:8]2[CH:12]=[CH:11][S:10][C:9]=12)(=O)C.[N:13]([CH2:16][C@@H:17]([O:20][Si:21]([CH2:26][CH3:27])([CH2:24][CH3:25])[CH2:22][CH3:23])[CH2:18]O)=[N+:14]=[N-:15]. Given the product [N:13]([CH2:16][C@@H:17]([O:20][Si:21]([CH2:26][CH3:27])([CH2:24][CH3:25])[CH2:22][CH3:23])[CH2:18][S:4][C:5]1[N:6]=[CH:7][N:8]2[CH:12]=[CH:11][S:10][C:9]=12)=[N+:14]=[N-:15], predict the reactants needed to synthesize it. (2) Given the product [NH3:8].[CH3:24][C@H:23]1[C:14]2[C:15](=[CH:16][C:17]3[CH2:18][C@H:19]4[N:11]([C:12]=3[N:13]=2)[C@H:10]([CH3:25])[CH2:9][NH:8][CH2:20]4)[CH2:21][O:22]1, predict the reactants needed to synthesize it. The reactants are: C(OC([N:8]1[CH2:20][C@@H:19]2[N:11]([C:12]3[N:13]=[C:14]4[C@H:23]([CH3:24])[O:22][CH2:21][C:15]4=[CH:16][C:17]=3[CH2:18]2)[C@H:10]([CH3:25])[CH2:9]1)=O)(C)(C)C.FC(F)(F)C(O)=O. (3) Given the product [Cl:1][C:2]1[CH:3]=[CH:4][C:5]2[NH:11][C:10](=[O:23])[CH:9]([C:24]([O:26][CH:27]([CH3:29])[CH3:28])=[O:25])[CH2:8][CH:7]([C:30]3[CH:35]=[CH:34][CH:33]=[C:32]([O:36][CH3:37])[C:31]=3[O:38][CH3:39])[C:6]=2[CH:40]=1, predict the reactants needed to synthesize it. The reactants are: [Cl:1][C:2]1[CH:3]=[CH:4][C:5]2[N:11](CC3C=CC(OC)=CC=3OC)[C:10](=[O:23])[CH:9]([C:24]([O:26][CH:27]([CH3:29])[CH3:28])=[O:25])[CH2:8][CH:7]([C:30]3[CH:35]=[CH:34][CH:33]=[C:32]([O:36][CH3:37])[C:31]=3[O:38][CH3:39])[C:6]=2[CH:40]=1.[N+]([O-])(O)=O.[N+]([O-])(O)=O.[N+]([O-])(O)=O.[N+]([O-])(O)=O.[N+]([O-])(O)=O.[N+]([O-])(O)=O.[Ce].C(=O)(O)[O-].[Na+].C(OCC)(=O)C. (4) The reactants are: Br[C:2]1[CH:7]=[CH:6][CH:5]=[CH:4][C:3]=1[CH2:8][CH2:9][NH:10][C:11]([CH:13]1[CH2:18][CH:17]([CH3:19])[CH2:16][CH2:15][CH:14]1[CH:20]([CH3:22])[CH3:21])=[O:12].[C:23]([Cu])#[N:24]. Given the product [C:23]([C:2]1[CH:7]=[CH:6][CH:5]=[CH:4][C:3]=1[CH2:8][CH2:9][NH:10][C:11]([CH:13]1[CH2:18][CH:17]([CH3:19])[CH2:16][CH2:15][CH:14]1[CH:20]([CH3:22])[CH3:21])=[O:12])#[N:24], predict the reactants needed to synthesize it. (5) Given the product [F:32][C:2]([F:33])([F:1])[C:3]([NH:5][CH2:6][CH2:7][CH2:8][CH2:9][S:10][C@@H:11]1[CH2:28][CH2:27][C@@:26]2([CH3:29])[CH:13](/[C:14](=[N:35]/[OH:36])/[CH2:15][C@@H:16]3[C@@H:25]2[CH2:24][CH2:23][C@@:21]2([CH3:22])[C@H:17]3[CH2:18][CH2:19][C:20]2=[O:30])[CH2:12]1)=[O:4], predict the reactants needed to synthesize it. The reactants are: [F:1][C:2]([F:33])([F:32])[C:3]([NH:5][CH2:6][CH2:7][CH2:8][CH2:9][S:10][C@@H:11]1[CH2:28][CH2:27][C@@:26]2([CH3:29])[CH:13]([C:14](=O)[CH2:15][C@@H:16]3[C@@H:25]2[CH2:24][CH2:23][C@@:21]2([CH3:22])[C@H:17]3[CH2:18][CH2:19][C:20]2=[O:30])[CH2:12]1)=[O:4].Cl.[NH2:35][OH:36]. (6) Given the product [Cl:1][C:2]1[C:7]([Cl:8])=[CH:6][CH:5]=[CH:4][C:3]=1[O:9][C@@H:27]1[CH2:26][C@H:23]([NH:49][C:50](=[O:51])[O:52][C:53]([CH3:55])([CH3:29])[CH3:54])[CH2:28]1, predict the reactants needed to synthesize it. The reactants are: [Cl:1][C:2]1[C:7]([Cl:8])=[CH:6][CH:5]=[CH:4][C:3]=1[OH:9].[C:27]1(P([C:23]2[CH:28]=[CH:27][CH:26]=CC=2)[C:27]2[CH:26]=CC=[CH:23][CH:28]=2)[CH:26]=CC=[CH:23][CH:28]=1.[CH3:29]C(N([C@H]1C[C@H](O)C1)C(=O)[O-])(C)C.[CH3:54][CH:53]([O:52][C:50](/[N:49]=[N:49]/[C:50]([O:52][CH:53]([CH3:55])[CH3:54])=[O:51])=[O:51])[CH3:55]. (7) Given the product [CH3:36][N:37]1[CH2:42][CH2:41][N:40]([CH2:6][C:7]2[N:12]=[CH:11][C:10]3[N:13]=[CH:14][N:15]([C:16]4[S:17][C:18]([C:33]([NH2:34])=[O:35])=[C:19]([O:21][CH2:22][C:23]5[CH:28]=[CH:27][CH:26]=[CH:25][C:24]=5[C:29]([F:31])([F:32])[F:30])[CH:20]=4)[C:9]=3[CH:8]=2)[CH2:39][CH2:38]1, predict the reactants needed to synthesize it. The reactants are: CS(O[CH2:6][C:7]1[N:12]=[CH:11][C:10]2[N:13]=[CH:14][N:15]([C:16]3[S:17][C:18]([C:33](=[O:35])[NH2:34])=[C:19]([O:21][CH2:22][C:23]4[CH:28]=[CH:27][CH:26]=[CH:25][C:24]=4[C:29]([F:32])([F:31])[F:30])[CH:20]=3)[C:9]=2[CH:8]=1)(=O)=O.[CH3:36][N:37]1[CH2:42][CH2:41][NH:40][CH2:39][CH2:38]1.